From a dataset of Experimentally validated miRNA-target interactions with 360,000+ pairs, plus equal number of negative samples. Binary Classification. Given a miRNA mature sequence and a target amino acid sequence, predict their likelihood of interaction. (1) The miRNA is hsa-miR-1226-5p with sequence GUGAGGGCAUGCAGGCCUGGAUGGGG. The protein sequence of the target gene is MEKPRGVRCTNGFSERELPRPGASPPAEKSRPPEAKGAQPADAWKAGRHRSEEENQVNLPKLAAAYSSILLSLGEDPQRQGLLKTPWRAATAMQYFTKGYQETISDVLNDAIFDEDHDEMVIVKDIDMFSMCEHHLVPFVGRVHIGYLPNKQVLGLSKLARIVEIYSRRLQVQERLTKQIAVAITEALQPAGVGVVIEATHMCMVMRGVQKMNSKTVTSTMLGVFREDPKTREEFLTLIRS. Result: 0 (no interaction). (2) The miRNA is mmu-miR-7000-3p with sequence CACCCACCUGCCUGUCCUCCAG. The protein sequence of the target gene is MAEDKHNKNPLKMLESLGKELISGLLDDFVEKNVLKLEEEEKKKIYDAKLQDKARVLVDSIRQKNQEAGQVFVQTFLNIDKNSTSIKAPEETVAGPDESVGSAATLKLCPHEEFLKLCKERAGEIYPIKERKDRTRLALIICNTEFDHMPPRNGAALDILGMKQLLEGLGYTVEVEEKLTARDMESVLWKFAAREEHKSSDSTFLVFMSHGILDGICGTMHSEEEPDVLPYDTIFRTFNNRNCLSLKDKPKVIIVQACRGANRGELWVSDSPPALADSFSQSSENLEEDAVYKTHVEKDF.... Result: 0 (no interaction). (3) The miRNA is hsa-miR-5004-3p with sequence CUUGGAUUUUCCUGGGCCUCAG. The protein sequence of the target gene is MNREGAPGKSPEEMYIQQKVRVLLMLRKMGSNLTASEEEFLRTYAGVVSSQLSQLPQHSIDQGAEDVVMAFSRSETEDRRQ. Result: 0 (no interaction). (4) Result: 1 (interaction). The miRNA is hsa-miR-4282 with sequence UAAAAUUUGCAUCCAGGA. The protein sequence of the target gene is MSIEIESSDVIRLIMQYLKENSLHRALATLQEETTVSLNTVDSIESFVADINSGHWDTVLQAIQSLKLPDKTLIDLYEQVVLELIELRELGAARSLLRQTDPMIMLKQTQPERYIHLENLLARSYFDPREAYPDGSSKEKRRAAIAQALAGEVSVVPPSRLMALLGQALKWQQHQGLLPPGMTIDLFRGKAAVKDVEEEKFPTQLSRHIKFGQKSHVECARFSPDGQYLVTGSVDGFIEVWNFTTGKIRKDLKYQAQDNFMMMDDAVLCMCFSRDTEMLATGAQDGKIKVWKIQSGQCLR....